From a dataset of Forward reaction prediction with 1.9M reactions from USPTO patents (1976-2016). Predict the product of the given reaction. (1) Given the reactants [NH2:1][C:2]1[CH:20]=[CH:19][C:5]([O:6][C:7]2[C:16]3[N:15]=[C:14]([CH3:17])[C:13](=[O:18])[NH:12][C:11]=3[N:10]=[CH:9][CH:8]=2)=[CH:4][C:3]=1[S:21][CH3:22].[F:23][C:24]1[CH:29]=[CH:28][C:27]([C:30]([F:33])([F:32])[F:31])=[CH:26][C:25]=1[N:34]=[C:35]=[O:36], predict the reaction product. The product is: [F:23][C:24]1[CH:29]=[CH:28][C:27]([C:30]([F:33])([F:32])[F:31])=[CH:26][C:25]=1[NH:34][C:35]([NH:1][C:2]1[CH:20]=[CH:19][C:5]([O:6][C:7]2[C:16]3[N:15]=[C:14]([CH3:17])[C:13](=[O:18])[NH:12][C:11]=3[N:10]=[CH:9][CH:8]=2)=[CH:4][C:3]=1[S:21][CH3:22])=[O:36]. (2) Given the reactants [Cl:1][C:2]1[CH:7]=[CH:6][C:5]([S:8]([CH2:11][C:12]2[CH:17]=[C:16]([F:18])[CH:15]=[CH:14][C:13]=2[F:19])(=[O:10])=[O:9])=[CH:4][CH:3]=1.[Si:20]([O:37][CH2:38][CH2:39][CH2:40][CH2:41][CH2:42][CH2:43]O)([C:33]([CH3:36])([CH3:35])[CH3:34])([C:27]1[CH:32]=[CH:31][CH:30]=[CH:29][CH:28]=1)[C:21]1[CH:26]=[CH:25][CH:24]=[CH:23][CH:22]=1.C(C=P(CCCC)(CCCC)CCCC)#N.C(OCC)(=O)C, predict the reaction product. The product is: [Si:20]([O:37][CH2:38][CH2:39][CH2:40][CH2:41][CH2:42][CH2:43][CH:11]([C:12]1[CH:17]=[C:16]([F:18])[CH:15]=[CH:14][C:13]=1[F:19])[S:8]([C:5]1[CH:6]=[CH:7][C:2]([Cl:1])=[CH:3][CH:4]=1)(=[O:10])=[O:9])([C:33]([CH3:34])([CH3:35])[CH3:36])([C:27]1[CH:28]=[CH:29][CH:30]=[CH:31][CH:32]=1)[C:21]1[CH:26]=[CH:25][CH:24]=[CH:23][CH:22]=1.